From a dataset of Catalyst prediction with 721,799 reactions and 888 catalyst types from USPTO. Predict which catalyst facilitates the given reaction. (1) Reactant: [Br:1][C:2]1[CH:3]=[C:4]2[C:8](=[CH:9][CH:10]=1)[C:7](=[O:11])[NH:6][CH2:5]2.[C:12](O[C:12]([O:14][C:15]([CH3:18])([CH3:17])[CH3:16])=[O:13])([O:14][C:15]([CH3:18])([CH3:17])[CH3:16])=[O:13]. Product: [Br:1][C:2]1[CH:3]=[C:4]2[C:8](=[CH:9][CH:10]=1)[C:7](=[O:11])[N:6]([C:12]([O:14][C:15]([CH3:18])([CH3:17])[CH3:16])=[O:13])[CH2:5]2. The catalyst class is: 367. (2) Reactant: Br[C:2]1[CH:3]=[C:4]([CH:7]=[CH:8][C:9]=1[CH:10]1[N:14]2[CH:15]=[N:16][CH:17]=[C:13]2[CH2:12][CH2:11]1)[C:5]#[N:6].[CH3:18]B1OB(C)OB(C)O1.C([O-])([O-])=O.[Na+].[Na+].[OH-].[K+]. Product: [CH:17]1[N:16]=[CH:15][N:14]2[CH:10]([C:9]3[CH:8]=[CH:7][C:4]([C:5]#[N:6])=[CH:3][C:2]=3[CH3:18])[CH2:11][CH2:12][C:13]=12. The catalyst class is: 104. (3) Reactant: [CH2:1]([N:3]([CH2:9][C:10]1[CH:15]=[C:14]([C:16]([F:19])([F:18])[F:17])[CH:13]=[CH:12][C:11]=1[C:20]1[CH:25]=[C:24]([C:26]([F:29])([F:28])[F:27])[CH:23]=[C:22]([C@@H:30]([CH3:46])[C:31](N2[C@H](C)[C@H](C3C=CC=CC=3)OC2=O)=[O:32])[CH:21]=1)[C:4]([CH:6]1[CH2:8][CH2:7]1)=[O:5])[CH3:2].[OH-:47].[Li+].OO.Cl. Product: [CH:6]1([C:4]([N:3]([CH2:9][C:10]2[CH:15]=[C:14]([C:16]([F:17])([F:18])[F:19])[CH:13]=[CH:12][C:11]=2[C:20]2[CH:25]=[C:24]([C:26]([F:28])([F:29])[F:27])[CH:23]=[C:22]([C@@H:30]([CH3:46])[C:31]([OH:32])=[O:47])[CH:21]=2)[CH2:1][CH3:2])=[O:5])[CH2:7][CH2:8]1. The catalyst class is: 20.